Dataset: Reaction yield outcomes from USPTO patents with 853,638 reactions. Task: Predict the reaction yield, written as a fraction of the theoretical maximum amount of product (1.0 means a 100% yield; for example, 0.34 means a 34% yield). (1) The reactants are C(OC([N:8]1[CH2:12][CH2:11][CH2:10][CH:9]1[C:13]1[NH:14][C:15]([C:20]2[CH:25]=[CH:24][C:23](Br)=[CH:22][CH:21]=2)([CH3:19])[C:16](=[O:18])[N:17]=1)=O)(C)(C)C.[B:36]1([B:36]2[O:40][C:39]([CH3:42])([CH3:41])[C:38]([CH3:44])([CH3:43])[O:37]2)[O:40][C:39]([CH3:42])([CH3:41])[C:38]([CH3:44])([CH3:43])[O:37]1.[C:45]([O-:48])(=[O:47])C.[K+]. The catalyst is C1C=CC([P]([Pd]([P](C2C=CC=CC=2)(C2C=CC=CC=2)C2C=CC=CC=2)([P](C2C=CC=CC=2)(C2C=CC=CC=2)C2C=CC=CC=2)[P](C2C=CC=CC=2)(C2C=CC=CC=2)C2C=CC=CC=2)(C2C=CC=CC=2)C2C=CC=CC=2)=CC=1.O1CCOCC1. The product is [C:15]([O:48][C:45]([CH:11]1[CH2:12][NH:8][CH:9]([C:13]2[NH:14][C:15]([CH3:19])([C:20]3[CH:21]=[CH:22][C:23]([B:36]4[O:37][C:38]([CH3:43])([CH3:44])[C:39]([CH3:41])([CH3:42])[O:40]4)=[CH:24][CH:25]=3)[C:16](=[O:18])[N:17]=2)[CH2:10]1)=[O:47])([CH3:20])([CH3:19])[CH3:16]. The yield is 0.790. (2) The reactants are [S:1]1[CH:5]=[CH:4][N:3]=[C:2]1[C:6]1[CH:13]=[CH:12][CH:11]=[CH:10][C:7]=1[CH:8]=O.[NH2:14][C:15]1[N:20]=[CH:19][C:18]([C:21]2[CH:22]=[C:23]([NH2:32])[C:24]([NH:27][C:28]([CH3:31])([CH3:30])[CH3:29])=[CH:25][CH:26]=2)=[CH:17][N:16]=1.O.C([O-])(O)=O.[Na+]. The catalyst is C(O)(=O)C. The product is [C:28]([N:27]1[C:24]2[CH:25]=[CH:26][C:21]([C:18]3[CH:17]=[N:16][C:15]([NH2:14])=[N:20][CH:19]=3)=[CH:22][C:23]=2[N:32]=[C:8]1[C:7]1[CH:10]=[CH:11][CH:12]=[CH:13][C:6]=1[C:2]1[S:1][CH:5]=[CH:4][N:3]=1)([CH3:31])([CH3:29])[CH3:30]. The yield is 0.160.